From a dataset of NCI-60 drug combinations with 297,098 pairs across 59 cell lines. Regression. Given two drug SMILES strings and cell line genomic features, predict the synergy score measuring deviation from expected non-interaction effect. (1) Drug 1: CC1=C2C(C(=O)C3(C(CC4C(C3C(C(C2(C)C)(CC1OC(=O)C(C(C5=CC=CC=C5)NC(=O)OC(C)(C)C)O)O)OC(=O)C6=CC=CC=C6)(CO4)OC(=O)C)OC)C)OC. Drug 2: C1=NNC2=C1C(=O)NC=N2. Cell line: COLO 205. Synergy scores: CSS=68.8, Synergy_ZIP=10.3, Synergy_Bliss=10.9, Synergy_Loewe=-29.4, Synergy_HSA=8.58. (2) Cell line: SN12C. Synergy scores: CSS=3.09, Synergy_ZIP=-2.21, Synergy_Bliss=3.06, Synergy_Loewe=-10.9, Synergy_HSA=-3.13. Drug 2: CC(C)(C#N)C1=CC(=CC(=C1)CN2C=NC=N2)C(C)(C)C#N. Drug 1: CC1C(C(=O)NC(C(=O)N2CCCC2C(=O)N(CC(=O)N(C(C(=O)O1)C(C)C)C)C)C(C)C)NC(=O)C3=C4C(=C(C=C3)C)OC5=C(C(=O)C(=C(C5=N4)C(=O)NC6C(OC(=O)C(N(C(=O)CN(C(=O)C7CCCN7C(=O)C(NC6=O)C(C)C)C)C)C(C)C)C)N)C.